This data is from Forward reaction prediction with 1.9M reactions from USPTO patents (1976-2016). The task is: Predict the product of the given reaction. Given the reactants [N-:1]=[N+:2]=[N-:3].[Na+].[Si](Cl)(Cl)(Cl)Cl.C([C:12]1[CH:17]=[C:16]([C:18]([NH2:20])=O)[CH:15]=[CH:14][C:13]=1[C:21]1[CH:26]=[CH:25][C:24]([C:27]2[S:28][CH:29]=[CH:30][C:31]=2[NH:32][S:33]([CH:36]([CH3:38])[CH3:37])(=[O:35])=[O:34])=[CH:23][CH:22]=1)#N.[C:39](#[N:41])C, predict the reaction product. The product is: [C:39]([C:25]1[CH:26]=[C:21]([C:13]2[CH:14]=[CH:15][C:16]([C:18]3[NH:20][N:3]=[N:2][N:1]=3)=[CH:17][CH:12]=2)[CH:22]=[CH:23][C:24]=1[C:27]1[S:28][CH:29]=[CH:30][C:31]=1[NH:32][S:33]([CH:36]([CH3:38])[CH3:37])(=[O:35])=[O:34])#[N:41].